The task is: Predict the reactants needed to synthesize the given product.. This data is from Full USPTO retrosynthesis dataset with 1.9M reactions from patents (1976-2016). (1) Given the product [OH:14][C:15]1[C:16]([CH3:36])=[C:17]([C:24]([C:26]2[CH:35]=[CH:34][C:29]([C:30]([O:32][CH3:33])=[O:31])=[CH:28][CH:27]=2)=[O:25])[N:18]2[C:23]=1[CH:22]=[CH:21][CH:20]=[CH:19]2, predict the reactants needed to synthesize it. The reactants are: C1CCCCC=1.C([O:14][C:15]1[C:16]([CH3:36])=[C:17]([C:24]([C:26]2[CH:35]=[CH:34][C:29]([C:30]([O:32][CH3:33])=[O:31])=[CH:28][CH:27]=2)=[O:25])[N:18]2[C:23]=1[CH:22]=[CH:21][CH:20]=[CH:19]2)C1C=CC=CC=1. (2) Given the product [OH:35][C@H:34]([CH2:33][OH:32])[CH2:36][CH2:37][NH:38][C:27]([CH:9]1[CH:8]([C:4]2[CH:5]=[CH:6][CH:7]=[C:2]([Cl:1])[CH:3]=2)[C:12]([C:15]2[CH:20]=[CH:19][C:18]([Cl:21])=[CH:17][CH:16]=2)([C:13]#[N:14])[CH:11]([CH2:22][C:23]([CH3:25])([CH3:24])[CH3:26])[NH:10]1)=[O:29], predict the reactants needed to synthesize it. The reactants are: [Cl:1][C:2]1[CH:3]=[C:4]([CH:8]2[C:12]([C:15]3[CH:20]=[CH:19][C:18]([Cl:21])=[CH:17][CH:16]=3)([C:13]#[N:14])[CH:11]([CH2:22][C:23]([CH3:26])([CH3:25])[CH3:24])[NH:10][CH:9]2[C:27]([OH:29])=O)[CH:5]=[CH:6][CH:7]=1.CC1(C)[O:35][C@@H:34]([CH2:36][CH2:37][NH2:38])[CH2:33][O:32]1.CN(C(ON1N=NC2C=CC=NC1=2)=[N+](C)C)C.F[P-](F)(F)(F)(F)F.CCN(C(C)C)C(C)C. (3) Given the product [CH2:1]=[C:32]1[CH2:31][CH:48]2[C@:43]([CH3:50])([CH2:44][CH2:45][C:46](=[O:49])[CH2:47]2)[C@@H:42]2[C@@H:33]1[C@H:34]1[C@@:38]([CH2:40][CH2:41]2)([CH3:39])[C:37](=[O:51])[CH2:36][CH2:35]1, predict the reactants needed to synthesize it. The reactants are: [CH2:1]1COC23OCCOC2([C@]2(CC[C@H]4[C@@H](CC(=C)C5[C@]4(C)CCCC5)[C@@H]2C3)C)O1.C([C@@H:31]1[CH:48]2[C@:43]([CH3:50])([CH2:44][CH2:45][C:46](=[O:49])[CH2:47]2)[C@@H:42]2[C@H:33]([C@H:34]3[C@@:38]([CH2:40][CH2:41]2)([CH3:39])[C:37](=[O:51])[CH2:36][CH2:35]3)[CH2:32]1)#N. (4) Given the product [N+:6]([C:9]1[CH:10]=[CH:11][C:12]([S:15][S:16][C@H:17]([CH3:20])[CH2:18][OH:19])=[N:13][CH:14]=1)([O-:8])=[O:7], predict the reactants needed to synthesize it. The reactants are: S(Cl)(Cl)(=O)=O.[N+:6]([C:9]1[CH:10]=[CH:11][C:12]([SH:15])=[N:13][CH:14]=1)([O-:8])=[O:7].[SH:16][C@H:17]([CH3:20])[CH2:18][OH:19].[OH-].[NH4+].